This data is from Full USPTO retrosynthesis dataset with 1.9M reactions from patents (1976-2016). The task is: Predict the reactants needed to synthesize the given product. (1) Given the product [Br:18][C:16]1[S:15][C:13]2[N:14]=[C:9]([CH2:8][CH2:7][N:4]3[CH2:5][CH2:6][O:1][CH2:2][CH2:3]3)[N:10]=[CH:11][C:12]=2[CH:17]=1, predict the reactants needed to synthesize it. The reactants are: [O:1]1[CH2:6][CH2:5][N:4]([CH2:7][CH2:8][C:9]2[N:10]=[CH:11][C:12]3[CH:17]=[CH:16][S:15][C:13]=3[N:14]=2)[CH2:3][CH2:2]1.[Br:18]Br. (2) The reactants are: [Cl:1][C:2]1[CH:7]=[CH:6][C:5]([C:8]2([CH2:16][S:17][CH2:18][C:19]([OH:21])=O)[O:13][CH2:12][C:11]([CH3:15])([CH3:14])[CH2:10][O:9]2)=[CH:4][CH:3]=1.C1(N=C=NC2CCCCC2)CCCCC1.[C:37]1([C@H:43]2[CH2:47][O:46][C:45](=[O:48])[NH:44]2)[CH:42]=[CH:41][CH:40]=[CH:39][CH:38]=1. Given the product [Cl:1][C:2]1[CH:3]=[CH:4][C:5]([C:8]2([CH2:16][S:17][CH2:18][C:19]([N:44]3[C@@H:43]([C:37]4[CH:42]=[CH:41][CH:40]=[CH:39][CH:38]=4)[CH2:47][O:46][C:45]3=[O:48])=[O:21])[O:9][CH2:10][C:11]([CH3:15])([CH3:14])[CH2:12][O:13]2)=[CH:6][CH:7]=1, predict the reactants needed to synthesize it. (3) Given the product [Cl:1][C:2]1[CH:3]=[CH:4][C:5]([CH2:6][CH2:7][NH:8][C:9]([C:11]2[CH:12]=[CH:13][C:14]([O:15][C:16]3[CH:21]=[CH:20][C:19]([CH2:22][C:23]([OH:25])=[O:24])=[CH:18][C:17]=3[CH3:28])=[CH:29][CH:30]=2)=[O:10])=[CH:31][CH:32]=1, predict the reactants needed to synthesize it. The reactants are: [Cl:1][C:2]1[CH:32]=[CH:31][C:5]([CH2:6][CH2:7][NH:8][C:9]([C:11]2[CH:30]=[CH:29][C:14]([O:15][C:16]3[CH:21]=[CH:20][C:19]([CH2:22][C:23]([O:25]CC)=[O:24])=[CH:18][C:17]=3[CH3:28])=[CH:13][CH:12]=2)=[O:10])=[CH:4][CH:3]=1.[OH-].[Na+].O. (4) Given the product [CH2:13]([NH:12][CH:9]1[CH2:10][CH2:11][NH:6][CH2:7][CH:8]1[CH3:15])[CH3:14], predict the reactants needed to synthesize it. The reactants are: C([N:6]1[CH2:11][CH2:10][CH:9]([NH:12][CH2:13][CH3:14])[CH:8]([CH3:15])[CH2:7]1)(OCC)=O. (5) The reactants are: [F:1][C:2]1[CH:3]=[C:4]([CH:7]=[CH:8][CH:9]=1)[CH:5]=O.C[O:11][C:12]1[CH:17]=CC=C[C:13]=1C=CC(=O)C. Given the product [F:1][C:2]1[CH:3]=[C:4]([CH:5]=[CH:13][C:12](=[O:11])[CH3:17])[CH:7]=[CH:8][CH:9]=1, predict the reactants needed to synthesize it. (6) The reactants are: O=[C:2]1[C:11]2[C:6](=[CH:7][CH:8]=[CH:9][CH:10]=2)[O:5][CH:4]([CH:12]2[CH2:15][CH:14]([C:16]([O:18][CH2:19][CH3:20])=[O:17])[CH2:13]2)[CH2:3]1.Cl.[CH3:22][O:23][NH2:24]. Given the product [CH3:22][O:23][N:24]=[C:2]1[C:11]2[C:6](=[CH:7][CH:8]=[CH:9][CH:10]=2)[O:5][CH:4]([CH:12]2[CH2:15][CH:14]([C:16]([O:18][CH2:19][CH3:20])=[O:17])[CH2:13]2)[CH2:3]1, predict the reactants needed to synthesize it. (7) Given the product [CH3:23][C:20]1[N:19]=[CH:18][C:17]([C:15]2[CH:16]=[C:4]3[N:3]=[C:2]([NH:25][NH2:26])[CH:7]=[C:6]([N:8]4[CH2:13][CH2:12][O:11][CH2:10][CH2:9]4)[N:5]3[N:14]=2)=[CH:22][CH:21]=1, predict the reactants needed to synthesize it. The reactants are: Cl[C:2]1[CH:7]=[C:6]([N:8]2[CH2:13][CH2:12][O:11][CH2:10][CH2:9]2)[N:5]2[N:14]=[C:15]([C:17]3[CH:18]=[N:19][C:20]([CH3:23])=[CH:21][CH:22]=3)[CH:16]=[C:4]2[N:3]=1.O.[NH2:25][NH2:26]. (8) Given the product [N:25]1([CH2:24][CH2:23][O:1][C:2]2[CH:7]=[CH:6][C:5]([C:8]34[NH:20][CH2:19][CH2:18][N:9]3[C:10](=[O:17])[C:11]3[N:12]([CH:14]=[CH:15][CH:16]=3)[CH2:13]4)=[CH:4][CH:3]=2)[CH2:30][CH2:29][O:28][CH2:27][CH2:26]1, predict the reactants needed to synthesize it. The reactants are: [OH:1][C:2]1[CH:7]=[CH:6][C:5]([C:8]23[NH:20][CH2:19][CH2:18][N:9]2[C:10](=[O:17])[C:11]2[N:12]([CH:14]=[CH:15][CH:16]=2)[CH2:13]3)=[CH:4][CH:3]=1.Cl.Cl[CH2:23][CH2:24][N:25]1[CH2:30][CH2:29][O:28][CH2:27][CH2:26]1.C(=O)([O-])[O-].[K+].[K+].O. (9) Given the product [OH:10][C:1]1[CH:2]=[C:3]([C:4]([O:6][CH2:7][CH3:8])=[O:5])[N:15]([CH3:14])[N:16]=1, predict the reactants needed to synthesize it. The reactants are: [C:1]([O:10]CC)(=O)[C:2]#[C:3][C:4]([O:6][CH2:7][CH3:8])=[O:5].Cl.[CH3:14][N:15](C)[NH2:16].[OH-].[Na+].CCOC(C)=O.